Dataset: Full USPTO retrosynthesis dataset with 1.9M reactions from patents (1976-2016). Task: Predict the reactants needed to synthesize the given product. (1) Given the product [O:1]=[C:2]1[C:6]2([CH2:7][CH2:8][N:9]([CH2:33][CH2:34][CH2:35][C:36](=[O:37])[C:38]3[S:39][CH:40]=[CH:41][CH:42]=3)[CH2:10][CH2:11]2)[N:5]([C:12]2[CH:17]=[CH:16][CH:15]=[CH:14][CH:13]=2)[CH2:4][N:3]1[CH2:18][C:19]1[CH:20]=[C:21]([CH:22]=[CH:30][CH:31]=1)[C:43]([O:44][C:6]([CH3:11])([CH3:7])[CH3:2])=[O:46], predict the reactants needed to synthesize it. The reactants are: [O:1]=[C:2]1[C:6]2([CH2:11][CH2:10][NH:9][CH2:8][CH2:7]2)[N:5]([C:12]2[CH:17]=[CH:16][CH:15]=[CH:14][CH:13]=2)[CH2:4][N:3]1[CH2:18][C:19]1[CH:31]=[CH:30][C:22](C(OC(C)(C)C)=O)=[CH:21][CH:20]=1.I[CH2:33][CH2:34][CH2:35][C:36]([C:38]1[S:39][CH:40]=[CH:41][CH:42]=1)=[O:37].[C:43](=[O:46])([O-])[O-:44].[K+].[K+]. (2) Given the product [Br:1][C:2]1[CH:10]=[CH:9][C:5]([C:6]([NH:12][CH2:13][C@H:14]([OH:16])[CH3:15])=[O:7])=[C:4]([F:11])[CH:3]=1, predict the reactants needed to synthesize it. The reactants are: [Br:1][C:2]1[CH:10]=[CH:9][C:5]([C:6](Cl)=[O:7])=[C:4]([F:11])[CH:3]=1.[NH2:12][CH2:13][C@H:14]([OH:16])[CH3:15].C(N(CC)CC)C. (3) Given the product [CH3:9][S:10]([C:2]1[CH:3]=[CH:4][C:5]([NH2:8])=[N:6][CH:7]=1)(=[O:12])=[O:11], predict the reactants needed to synthesize it. The reactants are: Br[C:2]1[CH:3]=[CH:4][C:5]([NH2:8])=[N:6][CH:7]=1.[CH3:9][S:10]([O-:12])=[O:11].[Na+].N[C@@H]1CCCC[C@H]1N.CS(C)=O.